This data is from NCI-60 drug combinations with 297,098 pairs across 59 cell lines. The task is: Regression. Given two drug SMILES strings and cell line genomic features, predict the synergy score measuring deviation from expected non-interaction effect. Drug 1: CC1=C2C(C(=O)C3(C(CC4C(C3C(C(C2(C)C)(CC1OC(=O)C(C(C5=CC=CC=C5)NC(=O)OC(C)(C)C)O)O)OC(=O)C6=CC=CC=C6)(CO4)OC(=O)C)OC)C)OC. Drug 2: CC(C1=C(C=CC(=C1Cl)F)Cl)OC2=C(N=CC(=C2)C3=CN(N=C3)C4CCNCC4)N. Cell line: A498. Synergy scores: CSS=25.3, Synergy_ZIP=-3.41, Synergy_Bliss=-5.52, Synergy_Loewe=-10.6, Synergy_HSA=-4.10.